Dataset: Forward reaction prediction with 1.9M reactions from USPTO patents (1976-2016). Task: Predict the product of the given reaction. (1) Given the reactants CC(C)([O-])C.[K+].[O:7]1[CH2:11]CC[CH2:8]1.[Cl-].COC[P+](C1C=CC=CC=1)(C1C=CC=CC=1)C1C=CC=CC=1.[CH3:35][O:36][C:37]1[CH:46]=[CH:45][C:44]2[C:39](=[CH:40][CH:41]=[CH:42][CH:43]=2)[C:38]=1[CH:47]=O, predict the reaction product. The product is: [CH3:35][O:36][C:37]1[CH:46]=[CH:45][C:44]2[C:39](=[CH:40][CH:41]=[CH:42][CH:43]=2)[C:38]=1[CH:47]=[CH:8][O:7][CH3:11]. (2) The product is: [CH2:1]([NH:8][CH2:17][C:18]([O:20][CH2:21][CH3:22])=[O:19])[C:2]1[CH:7]=[CH:6][CH:5]=[CH:4][CH:3]=1. Given the reactants [CH2:1]([NH2:8])[C:2]1[CH:7]=[CH:6][CH:5]=[CH:4][CH:3]=1.CCN(CC)CC.Br[CH2:17][C:18]([O:20][CH2:21][CH3:22])=[O:19], predict the reaction product. (3) Given the reactants [OH:1][CH:2](C)[CH2:3][NH:4][C:5]([C:7]1[CH:12]=[C:11]([C:13]2[N:14]=[C:15]([C:18]3[CH:23]=[CH:22][N:21]=[CH:20][CH:19]=3)[S:16][CH:17]=2)[C:10](=[O:24])[NH:9][C:8]=1[CH:25]([CH3:27])[CH3:26])=O.C1C=CC(P(C2C=CC=CC=2)C2C=CC=CC=2)=CC=1.CC(OC(/N=N/C(OC(C)C)=O)=O)C, predict the reaction product. The product is: [O:1]1[CH2:2][CH2:3][N:4]=[C:5]1[C:7]1[CH:12]=[C:11]([C:13]2[N:14]=[C:15]([C:18]3[CH:19]=[CH:20][N:21]=[CH:22][CH:23]=3)[S:16][CH:17]=2)[C:10](=[O:24])[NH:9][C:8]=1[CH:25]([CH3:27])[CH3:26].